This data is from Forward reaction prediction with 1.9M reactions from USPTO patents (1976-2016). The task is: Predict the product of the given reaction. (1) Given the reactants [Si:1]([O:8][CH:9]([C:12]1[CH:13]=[C:14]2[C:19](=[CH:20][CH:21]=1)[NH:18][C:17](=[O:22])[CH2:16][CH2:15]2)[CH2:10]Cl)([C:4]([CH3:7])([CH3:6])[CH3:5])([CH3:3])[CH3:2].[OH:23][C:24]1([C:30]2[S:31][CH:32]=[CH:33][CH:34]=2)[CH2:29][CH2:28][NH:27][CH2:26][CH2:25]1.[I-].[Na+].C(N(CC)CC)C.C(=O)([O-])O.[Na+], predict the reaction product. The product is: [Si:1]([O:8][CH:9]([C:12]1[CH:13]=[C:14]2[C:19](=[CH:20][CH:21]=1)[NH:18][C:17](=[O:22])[CH2:16][CH2:15]2)[CH2:10][N:27]1[CH2:28][CH2:29][C:24]([OH:23])([C:30]2[S:31][CH:32]=[CH:33][CH:34]=2)[CH2:25][CH2:26]1)([C:4]([CH3:7])([CH3:6])[CH3:5])([CH3:3])[CH3:2]. (2) Given the reactants [C:1]([NH:4][C@@H:5]([CH2:28][C:29]1[CH:34]=[C:33]([F:35])[CH:32]=[C:31]([F:36])[CH:30]=1)[C@@H:6]([C@H:8]1[CH2:17][C:16]2[C:11](=[C:12]([O:19][CH3:20])[CH:13]=[CH:14][C:15]=2Br)[CH2:10][N:9]1[C:21]([O:23][C:24]([CH3:27])([CH3:26])[CH3:25])=[O:22])[OH:7])(=[O:3])[CH3:2].ClCCl.[I-].[CH2:41]([Zn+])[C:42]([CH3:45])([CH3:44])[CH3:43].[Cl-].[NH4+], predict the reaction product. The product is: [C:1]([NH:4][C@@H:5]([CH2:28][C:29]1[CH:34]=[C:33]([F:35])[CH:32]=[C:31]([F:36])[CH:30]=1)[C@@H:6]([C@H:8]1[CH2:17][C:16]2[C:11](=[C:12]([O:19][CH3:20])[CH:13]=[CH:14][C:15]=2[CH2:41][C:42]([CH3:45])([CH3:44])[CH3:43])[CH2:10][N:9]1[C:21]([O:23][C:24]([CH3:27])([CH3:26])[CH3:25])=[O:22])[OH:7])(=[O:3])[CH3:2]. (3) Given the reactants [Cl:1][C:2]1[CH:3]=[C:4]([CH:15]=[CH:16][CH:17]=1)[C:5]([NH:7][C:8]1[CH:13]=[C:12](Cl)[CH:11]=[CH:10][N:9]=1)=[O:6].[OH:18][C:19]1[CH:20]=[N:21][CH:22]=[CH:23][CH:24]=1.C([O-])([O-])=O.[Cs+].[Cs+].Cl.CN(C)CC(O)=O, predict the reaction product. The product is: [Cl:1][C:2]1[CH:3]=[C:4]([CH:15]=[CH:16][CH:17]=1)[C:5]([NH:7][C:8]1[CH:13]=[C:12]([O:18][C:19]2[CH:20]=[N:21][CH:22]=[CH:23][CH:24]=2)[CH:11]=[CH:10][N:9]=1)=[O:6]. (4) Given the reactants [N+:1]([C:4]1[C:5]([OH:23])=[CH:6][C:7]2[O:11][C:10]([C:12]3[CH:21]=[CH:20][C:15]([C:16]([O:18][CH3:19])=[O:17])=[CH:14][CH:13]=3)=[N:9][C:8]=2[CH:22]=1)([O-])=O.O.NN, predict the reaction product. The product is: [NH2:1][C:4]1[C:5]([OH:23])=[CH:6][C:7]2[O:11][C:10]([C:12]3[CH:21]=[CH:20][C:15]([C:16]([O:18][CH3:19])=[O:17])=[CH:14][CH:13]=3)=[N:9][C:8]=2[CH:22]=1. (5) The product is: [CH2:18]([N:15]1[C:16]2[CH:17]=[C:9]3[N:8]=[C:7]([C:3]4[C:2]([NH:1][C:30](=[O:31])[CH2:29][O:28][C:27]5[CH:33]=[CH:34][CH:35]=[CH:36][C:26]=5[O:25][CH3:24])=[CH:6][NH:5][N:4]=4)[NH:23][C:10]3=[CH:11][C:12]=2[C:13]([CH3:22])([CH3:21])[C:14]1=[O:20])[CH3:19]. Given the reactants [NH2:1][C:2]1[C:3]([C:7]2[NH:23][C:10]3=[CH:11][C:12]4[C:13]([CH3:22])([CH3:21])[C:14](=[O:20])[N:15]([CH2:18][CH3:19])[C:16]=4[CH:17]=[C:9]3[N:8]=2)=[N:4][NH:5][CH:6]=1.[CH3:24][O:25][C:26]1[CH:36]=[CH:35][CH:34]=[CH:33][C:27]=1[O:28][CH2:29][C:30](O)=[O:31], predict the reaction product. (6) Given the reactants [CH3:1][C:2]1[C:7]([CH2:8][C:9]#[N:10])=[CH:6][CH:5]=[CH:4][CH:3]=1.[N+:11]([C:14]1[S:15][CH:16]=[CH:17][CH:18]=1)([O-])=[O:12].[OH-].[K+], predict the reaction product. The product is: [OH:12][N:11]=[C:14]1[S:15][C:16](=[C:8]([C:7]2[CH:6]=[CH:5][CH:4]=[CH:3][C:2]=2[CH3:1])[C:9]#[N:10])[CH:17]=[CH:18]1.